This data is from Full USPTO retrosynthesis dataset with 1.9M reactions from patents (1976-2016). The task is: Predict the reactants needed to synthesize the given product. (1) Given the product [CH3:18][O:21][CH:16]([O:17][CH3:24])[CH2:15][NH:1][CH2:2][CH2:3][CH2:4][N:5]1[CH2:12][CH2:11][C:8]2([CH2:10][CH2:9]2)[C@H:7]([OH:13])[CH2:6]1, predict the reactants needed to synthesize it. The reactants are: [NH2:1][CH2:2][CH2:3][CH2:4][N:5]1[CH2:12][CH2:11][C:8]2([CH2:10][CH2:9]2)[C@H:7]([OH:13])[CH2:6]1.Br[CH2:15][CH:16]=[O:17].[C:18](=[O:21])([O-])[O-].[K+].[K+].[CH3:24]CO. (2) Given the product [Br:3][C:4]1[CH:9]=[C:8]([C:18](=[O:20])[CH3:19])[CH:7]=[CH:6][N:5]=1, predict the reactants needed to synthesize it. The reactants are: N#N.[Br:3][C:4]1[CH:9]=[C:8](Br)[CH:7]=[CH:6][N:5]=1.[Li]CCCC.CN(C)[C:18](=[O:20])[CH3:19]. (3) Given the product [Br:1][C:2]1[CH:3]=[C:4]([CH3:12])[C:5]2[N:9]=[C:8]([CH3:10])[N:7]([CH2:24][C:15]3[C:14]([Cl:13])=[CH:19][C:18]([C:20]([F:23])([F:21])[F:22])=[CH:17][N:16]=3)[C:6]=2[CH:11]=1, predict the reactants needed to synthesize it. The reactants are: [Br:1][C:2]1[CH:3]=[C:4]([CH3:12])[C:5]2[N:9]=[C:8]([CH3:10])[NH:7][C:6]=2[CH:11]=1.[Cl:13][C:14]1[C:15]([CH2:24]Cl)=[N:16][CH:17]=[C:18]([C:20]([F:23])([F:22])[F:21])[CH:19]=1. (4) Given the product [Cl:13][C:14]1[CH:15]=[C:16]([NH:17][C:10]([C:9]2[C:4]3[O:3][CH2:2][O:1][C:5]=3[CH:6]=[CH:7][CH:8]=2)=[O:12])[CH:18]=[CH:19][CH:20]=1, predict the reactants needed to synthesize it. The reactants are: [O:1]1[C:5]2[CH:6]=[CH:7][CH:8]=[C:9]([C:10]([OH:12])=O)[C:4]=2[O:3][CH2:2]1.[Cl:13][C:14]1[CH:15]=[C:16]([CH:18]=[CH:19][CH:20]=1)[NH2:17].C(N(CC)CC)C. (5) Given the product [CH2:33]([C:16]1([CH2:13][CH:14]=[CH2:15])[C:31](=[O:32])[N:19]2[CH2:20][CH2:21][N:22]([C:5]([N:51]([C@@H:49]([C:41]3[CH:42]=[C:43]([C:45]([F:46])([F:47])[F:48])[CH:44]=[C:39]([CH:36]([CH3:38])[CH3:37])[CH:40]=3)[CH3:50])[CH3:52])=[O:11])[C@@H:23]([C:24]3[CH:29]=[CH:28][CH:27]=[CH:26][C:25]=3[CH3:30])[C@@H:18]2[CH2:17]1)[CH:34]=[CH2:35], predict the reactants needed to synthesize it. The reactants are: ClC(Cl)(O[C:5](=[O:11])OC(Cl)(Cl)Cl)Cl.[CH2:13]([C:16]1([CH2:33][CH:34]=[CH2:35])[C:31](=[O:32])[N:19]2[CH2:20][CH2:21][NH:22][C@@H:23]([C:24]3[CH:29]=[CH:28][CH:27]=[CH:26][C:25]=3[CH3:30])[C@@H:18]2[CH2:17]1)[CH:14]=[CH2:15].[CH:36]([C:39]1[CH:40]=[C:41]([C@H:49]([NH:51][CH3:52])[CH3:50])[CH:42]=[C:43]([C:45]([F:48])([F:47])[F:46])[CH:44]=1)([CH3:38])[CH3:37].